This data is from Peptide-MHC class I binding affinity with 185,985 pairs from IEDB/IMGT. The task is: Regression. Given a peptide amino acid sequence and an MHC pseudo amino acid sequence, predict their binding affinity value. This is MHC class I binding data. (1) The peptide sequence is KLAGRWPI. The MHC is Mamu-B03 with pseudo-sequence Mamu-B03. The binding affinity (normalized) is 0.369. (2) The peptide sequence is WMRWGGWPF. The MHC is HLA-C15:02 with pseudo-sequence HLA-C15:02. The binding affinity (normalized) is 0.0847.